This data is from Reaction yield outcomes from USPTO patents with 853,638 reactions. The task is: Predict the reaction yield, written as a fraction of the theoretical maximum amount of product (1.0 means a 100% yield; for example, 0.34 means a 34% yield). (1) The reactants are [CH2:1]1[O:10][C:9]2[CH:8]=[CH:7][C:5]([NH2:6])=[CH:4][C:3]=2[O:2]1.[CH3:11][C:12](OC(C)=O)=[O:13].C([O-])(O)=O.[Na+]. The catalyst is CC(O)=O. The product is [O:10]1[C:9]2[CH:8]=[CH:7][C:5]([NH:6][C:12](=[O:13])[CH3:11])=[CH:4][C:3]=2[O:2][CH2:1]1. The yield is 0.950. (2) The reactants are [CH2:1]([C@H:8]1[CH2:12][O:11][C:10](=[O:13])[N:9]1[C:14](=[O:19])[CH2:15][CH2:16][CH:17]=[CH2:18])[C:2]1[CH:7]=[CH:6][CH:5]=[CH:4][CH:3]=1.C[Si]([N-][Si](C)(C)C)(C)C.[Na+].Br[CH2:31][C:32]([O:34][C:35]([CH3:38])([CH3:37])[CH3:36])=[O:33]. The catalyst is C1COCC1. The product is [CH2:1]([C@H:8]1[CH2:12][O:11][C:10](=[O:13])[N:9]1[C:14]([C@H:15]([CH2:16][CH:17]=[CH2:18])[CH2:31][C:32]([O:34][C:35]([CH3:38])([CH3:37])[CH3:36])=[O:33])=[O:19])[C:2]1[CH:3]=[CH:4][CH:5]=[CH:6][CH:7]=1. The yield is 0.650. (3) The reactants are [NH2:1][C:2]1[N:10]=[CH:9][N:8]=[C:7]2[C:3]=1[N:4]([C:20]1[CH:25]=[CH:24][C:23]([CH3:26])=[C:22]([O:27][CH3:28])[CH:21]=1)[C:5](=[O:19])[N:6]2[C:11]1[CH:16]=[CH:15][CH:14]=[C:13]([NH:17][CH3:18])[CH:12]=1.[C:29](Cl)(=[O:32])[CH:30]=[CH2:31]. The catalyst is C(Cl)Cl. The product is [NH2:1][C:2]1[N:10]=[CH:9][N:8]=[C:7]2[C:3]=1[N:4]([C:20]1[CH:25]=[CH:24][C:23]([CH3:26])=[C:22]([O:27][CH3:28])[CH:21]=1)[C:5](=[O:19])[N:6]2[C:11]1[CH:12]=[C:13]([N:17]([CH3:18])[C:29](=[O:32])[CH:30]=[CH2:31])[CH:14]=[CH:15][CH:16]=1. The yield is 0.330. (4) The catalyst is C(Cl)Cl. The yield is 0.630. The product is [CH2:1]([NH:3][CH2:11][C:12]1[C:17]([CH3:18])=[C:16]([C:19]2[CH:20]=[C:21]3[C:25](=[CH:26][CH:27]=2)[NH:24][N:23]=[C:22]3[C:34]2[NH:35][C:36]([C:39]([NH:41][CH2:42][C:43]3[CH:48]=[CH:47][CH:46]=[CH:45][N:44]=3)=[O:40])=[CH:37][N:38]=2)[CH:15]=[N:14][CH:13]=1)[CH3:2]. The reactants are [CH2:1]([N:3]([CH2:11][C:12]1[CH:13]=[N:14][CH:15]=[C:16]([C:19]2[CH:20]=[C:21]3[C:25](=[CH:26][CH:27]=2)[N:24](C2CCCCO2)[N:23]=[C:22]3[C:34]2[NH:35][C:36]([C:39]([NH:41][CH2:42][C:43]3[CH:48]=[CH:47][CH:46]=[CH:45][N:44]=3)=[O:40])=[CH:37][N:38]=2)[C:17]=1[CH3:18])C(=O)OC(C)(C)C)[CH3:2]. (5) The reactants are Cl.[NH2:2][C:3]1([C:7]([OH:9])=[O:8])[CH2:6][CH2:5][CH2:4]1.S(Cl)([Cl:12])=O.[CH3:14]O. No catalyst specified. The product is [ClH:12].[CH3:14][O:8][C:7]([C:3]1([NH2:2])[CH2:6][CH2:5][CH2:4]1)=[O:9]. The yield is 0.980. (6) The reactants are C([O-])(=O)C.[NH4+:5].[C:6]([CH2:8][C:9]([O:11]CC)=O)#[N:7].[CH3:14][CH:15]([CH3:19])[C:16](=O)[CH3:17].[N+:20]([C:23]1[CH:30]=[CH:29][C:26]([CH:27]=O)=[CH:25][CH:24]=1)([O-:22])=[O:21]. No catalyst specified. The product is [CH:15]([C:16]1[NH:5][C:9](=[O:11])[C:8]([C:6]#[N:7])=[C:27]([C:26]2[CH:29]=[CH:30][C:23]([N+:20]([O-:22])=[O:21])=[CH:24][CH:25]=2)[CH:17]=1)([CH3:19])[CH3:14]. The yield is 0.150. (7) The reactants are [CH3:1][O:2][C:3]1[CH:11]=[C:10]([N+:12]([O-:14])=[O:13])[CH:9]=[CH:8][C:4]=1[C:5]([OH:7])=[O:6].[C:15](=O)([O-])[O-].[K+].[K+].IC. No catalyst specified. The product is [CH3:1][O:2][C:3]1[CH:11]=[C:10]([N+:12]([O-:14])=[O:13])[CH:9]=[CH:8][C:4]=1[C:5]([O:7][CH3:15])=[O:6]. The yield is 0.770.